Dataset: Peptide-MHC class I binding affinity with 185,985 pairs from IEDB/IMGT. Task: Regression. Given a peptide amino acid sequence and an MHC pseudo amino acid sequence, predict their binding affinity value. This is MHC class I binding data. (1) The peptide sequence is IMTSYQYLI. The binding affinity (normalized) is 0.676. The MHC is HLA-A02:01 with pseudo-sequence HLA-A02:01. (2) The peptide sequence is TTADHMHML. The MHC is HLA-A11:01 with pseudo-sequence HLA-A11:01. The binding affinity (normalized) is 0.0847. (3) The peptide sequence is AMITYITRK. The MHC is HLA-A68:02 with pseudo-sequence HLA-A68:02. The binding affinity (normalized) is 0.0847. (4) The peptide sequence is YPSMFTLRHI. The MHC is HLA-B53:01 with pseudo-sequence HLA-B53:01. The binding affinity (normalized) is 1.00. (5) The peptide sequence is QMTSTFIML. The MHC is HLA-A24:02 with pseudo-sequence HLA-A24:02. The binding affinity (normalized) is 0.500. (6) The MHC is HLA-B08:03 with pseudo-sequence HLA-B08:03. The binding affinity (normalized) is 0.0847. The peptide sequence is RVVDLYIGR. (7) The peptide sequence is KLNHHKPPT. The binding affinity (normalized) is 0.0847. The MHC is HLA-A11:01 with pseudo-sequence HLA-A11:01.